This data is from Full USPTO retrosynthesis dataset with 1.9M reactions from patents (1976-2016). The task is: Predict the reactants needed to synthesize the given product. (1) Given the product [CH2:20]([O:1][C@H:2]1[CH2:6][N:5]([C:7]([O:9][C:10]([CH3:11])([CH3:12])[CH3:13])=[O:8])[C@H:4]([C:14]([O:16][CH3:17])=[O:15])[CH2:3]1)[C:21]1[CH:26]=[CH:25][CH:24]=[CH:23][CH:22]=1, predict the reactants needed to synthesize it. The reactants are: [OH:1][C@H:2]1[CH2:6][N:5]([C:7]([O:9][C:10]([CH3:13])([CH3:12])[CH3:11])=[O:8])[C@H:4]([C:14]([O:16][CH3:17])=[O:15])[CH2:3]1.[H-].[Na+].[CH2:20](Br)[C:21]1[CH:26]=[CH:25][CH:24]=[CH:23][CH:22]=1. (2) Given the product [F:13][C@H:11]1[CH2:12][N:8]([C:6]([O:5][C:1]([CH3:2])([CH3:3])[CH3:4])=[O:7])[CH:9]([C:14](=[O:16])[NH:64][CH2:63][C:44]2[CH:45]=[C:46]([C:48]3[C:49]([O:58][CH2:59][CH2:60][O:61][CH3:62])=[N:50][C:51]([C:54]([F:56])([F:57])[F:55])=[CH:52][CH:53]=3)[CH:47]=[C:42]([F:41])[CH:43]=2)[CH2:10]1, predict the reactants needed to synthesize it. The reactants are: [C:1]([O:5][C:6]([N:8]1[CH2:12][C@H:11]([F:13])[CH2:10][C@H:9]1[C:14]([OH:16])=O)=[O:7])([CH3:4])([CH3:3])[CH3:2].CN(C(ON1N=NC2C=CC=NC1=2)=[N+](C)C)C.F[P-](F)(F)(F)(F)F.[F:41][C:42]1[CH:43]=[C:44]([CH2:63][NH2:64])[CH:45]=[C:46]([C:48]2[C:49]([O:58][CH2:59][CH2:60][O:61][CH3:62])=[N:50][C:51]([C:54]([F:57])([F:56])[F:55])=[CH:52][CH:53]=2)[CH:47]=1.CCN(C(C)C)C(C)C. (3) The reactants are: [C:1]([O:4][C:5]1[C:6](=[CH:10][CH:11]=[CH:12][CH:13]=1)[C:7]([OH:9])=[O:8])(=[O:3])[CH3:2].OC1C2N=NNC=2C=CC=1.C1CCC(N=C=NC2CCCCC2)CC1.O[C:40]1[CH:45]=[CH:44][C:43]([C:46]2[S:50][S:49][C:48](=[S:51])[CH:47]=2)=[CH:42][CH:41]=1. Given the product [C:1]([O:4][C:5]1[CH:13]=[CH:12][CH:11]=[CH:10][C:6]=1[C:7]([O:9][C:40]1[CH:41]=[CH:42][C:43]([C:46]2[S:50][S:49][C:48](=[S:51])[CH:47]=2)=[CH:44][CH:45]=1)=[O:8])(=[O:3])[CH3:2], predict the reactants needed to synthesize it. (4) Given the product [CH3:7][C:6]([O:5][C:3](=[O:4])[CH2:2][N:10]1[CH2:21][CH2:20][NH:19][CH2:18][CH2:17][NH:16][CH2:15][CH2:14][NH:13][CH2:12][CH2:11]1)([CH3:9])[CH3:8], predict the reactants needed to synthesize it. The reactants are: Br[CH2:2][C:3]([O:5][C:6]([CH3:9])([CH3:8])[CH3:7])=[O:4].[NH:10]1[CH2:21][CH2:20][NH:19][CH2:18][CH2:17][NH:16][CH2:15][CH2:14][NH:13][CH2:12][CH2:11]1. (5) Given the product [CH2:3]([O:5][C:6]1[CH:11]=[CH:10][C:9]([CH2:12][CH2:13][C:14]2[CH:21]=[CH:20][C:17]3[CH:18]=[C:27]([C:6]([O:5][CH2:3][CH3:4])=[O:23])[S:25][C:16]=3[CH:15]=2)=[CH:8][CH:7]=1)[CH3:4], predict the reactants needed to synthesize it. The reactants are: [H-].[Na+].[CH2:3]([O:5][C:6]1[CH:11]=[CH:10][C:9]([CH2:12][CH2:13][C:14]2[CH:21]=[CH:20][C:17]([CH:18]=O)=[C:16](F)[CH:15]=2)=[CH:8][CH:7]=1)[CH3:4].[OH2:23].C[S:25]([CH3:27])=O. (6) Given the product [Br:33][C:34]1[CH:35]=[C:36]2[C:44]([C:43]3[CH:42]=[CH:41][C:40]([C:19]4[CH:18]=[CH:17][C:16]5[C:15]6[C:10](=[CH:11][CH:12]=[CH:13][CH:14]=6)[C:9]([CH2:25][CH2:26][CH2:27][CH2:28][CH2:29][CH2:30][CH2:31][CH3:32])([CH2:1][CH2:2][CH2:3][CH2:4][CH2:5][CH2:6][CH2:7][CH3:8])[C:21]=5[CH:20]=4)=[CH:39][C:38]=3[C:37]2([CH2:56][CH2:57][CH2:58][CH2:59][CH2:60][CH2:61][CH2:62][CH3:63])[CH2:48][CH2:49][CH2:50][CH2:51][CH2:52][CH2:53][CH2:54][CH3:55])=[CH:45][CH:46]=1, predict the reactants needed to synthesize it. The reactants are: [CH2:1]([C:9]1([CH2:25][CH2:26][CH2:27][CH2:28][CH2:29][CH2:30][CH2:31][CH3:32])[C:21]2[CH:20]=[C:19](B(O)O)[CH:18]=[CH:17][C:16]=2[C:15]2[C:10]1=[CH:11][CH:12]=[CH:13][CH:14]=2)[CH2:2][CH2:3][CH2:4][CH2:5][CH2:6][CH2:7][CH3:8].[Br:33][C:34]1[CH:46]=[CH:45][C:44]2[C:43]3[C:38](=[CH:39][C:40](Br)=[CH:41][CH:42]=3)[C:37]([CH2:56][CH2:57][CH2:58][CH2:59][CH2:60][CH2:61][CH2:62][CH3:63])([CH2:48][CH2:49][CH2:50][CH2:51][CH2:52][CH2:53][CH2:54][CH3:55])[C:36]=2[CH:35]=1.C([O-])([O-])=O.[Na+].[Na+]. (7) The reactants are: [F:1][C:2]([F:21])([F:20])[C:3]1[CH:8]=[CH:7][C:6]([C:9]2[CH:10]=[C:11]3[C:16](=[CH:17][CH:18]=2)[NH:15][C:14](=[O:19])[CH2:13][CH2:12]3)=[CH:5][CH:4]=1.C(N(CC)CC)C.[C:29](O[C:29]([O:31][C:32]([CH3:35])([CH3:34])[CH3:33])=[O:30])([O:31][C:32]([CH3:35])([CH3:34])[CH3:33])=[O:30].Cl. Given the product [O:19]=[C:14]1[CH2:13][CH2:12][C:11]2[C:16](=[CH:17][CH:18]=[C:9]([C:6]3[CH:5]=[CH:4][C:3]([C:2]([F:1])([F:20])[F:21])=[CH:8][CH:7]=3)[CH:10]=2)[N:15]1[C:29]([O:31][C:32]([CH3:35])([CH3:34])[CH3:33])=[O:30], predict the reactants needed to synthesize it.